This data is from Peptide-MHC class II binding affinity with 134,281 pairs from IEDB. The task is: Regression. Given a peptide amino acid sequence and an MHC pseudo amino acid sequence, predict their binding affinity value. This is MHC class II binding data. (1) The peptide sequence is TQCMNIMESIPANTI. The MHC is DRB1_1501 with pseudo-sequence DRB1_1501. The binding affinity (normalized) is 0.544. (2) The peptide sequence is PSLNGTLTESQEHQM. The MHC is DRB1_0101 with pseudo-sequence DRB1_0101. The binding affinity (normalized) is 0.0974. (3) The peptide sequence is TSICSLYQLENYCN. The MHC is DRB3_0101 with pseudo-sequence DRB3_0101. The binding affinity (normalized) is 0.169.